This data is from Catalyst prediction with 721,799 reactions and 888 catalyst types from USPTO. The task is: Predict which catalyst facilitates the given reaction. (1) Reactant: [NH2:1][C:2]1[CH:3]=[C:4]([C:9]([C:11]2[CH:12]=[N:13][CH:14]=[CH:15][CH:16]=2)=[O:10])[CH:5]=[C:6]([Br:8])[CH:7]=1.N1C=CC=CC=1.[CH3:23][S:24](Cl)(=[O:26])=[O:25]. Product: [Br:8][C:6]1[CH:7]=[C:2]([NH:1][S:24]([CH3:23])(=[O:26])=[O:25])[CH:3]=[C:4]([C:9]([C:11]2[CH:12]=[N:13][CH:14]=[CH:15][CH:16]=2)=[O:10])[CH:5]=1. The catalyst class is: 68. (2) Reactant: C(O)(=O)C.N1C=[CH:9][CH:8]=[CH:7][CH:6]=1.[ClH:11].Cl.[NH2:13][CH2:14][C:15]1[CH:16]=[CH:17][C:18]([N:21]2[C:25](=[O:26])[C:24]([C:27]3[CH:28]=[N:29][CH:30]=[CH:31][CH:32]=3)=[CH:23][NH:22]2)=[N:19][CH:20]=1.COC1CCC(OC)O1. Product: [ClH:11].[N:29]1[CH:30]=[CH:31][CH:32]=[C:27]([C:24]2[C:25](=[O:26])[N:21]([C:18]3[CH:17]=[CH:16][C:15]([CH2:14][N:13]4[CH:9]=[CH:8][CH:7]=[CH:6]4)=[CH:20][N:19]=3)[NH:22][CH:23]=2)[CH:28]=1. The catalyst class is: 6. (3) Reactant: [CH3:1][CH:2]1[CH:6]=[CH:5][C:4]([C:9]2[CH:14]=[CH:13][CH:12]=[CH:11][CH:10]=2)(C=O)[O:3]1.[CH:15]1([Mg]Br)CCC1.[O:21]1[CH2:25][CH2:24][CH2:23][CH2:22]1.Cl.O. Product: [CH3:22][CH:23]([CH3:15])[CH2:24][CH:25]([C:6]1[CH:5]=[C:4]([C:9]2[CH:10]=[CH:11][CH:12]=[CH:13][CH:14]=2)[O:3][C:2]=1[CH3:1])[OH:21]. The catalyst class is: 7. (4) Reactant: [Br-].[CH3:2][O:3][C:4]1[CH:9]=[CH:8][C:7]([CH2:10][P+](C2C=CC=CC=2)(C2C=CC=CC=2)C2C=CC=CC=2)=[CH:6][CH:5]=1.[Li]CCCC.[C:35]([C:39]1[CH:44]=[CH:43][C:42]([CH2:45][CH:46]([CH3:49])[CH:47]=O)=[CH:41][CH:40]=1)([CH3:38])([CH3:37])[CH3:36].O. The catalyst class is: 1. Product: [C:35]([C:39]1[CH:40]=[CH:41][C:42]([CH2:45][CH:46]([CH3:49])[CH:47]=[CH:10][C:7]2[CH:6]=[CH:5][C:4]([O:3][CH3:2])=[CH:9][CH:8]=2)=[CH:43][CH:44]=1)([CH3:38])([CH3:37])[CH3:36]. (5) Reactant: [F:1][C:2]([F:32])([C:25]1[CH:26]=[C:27]([NH2:31])[CH:28]=[CH:29][CH:30]=1)[C:3]([F:24])([F:23])[C:4]([F:22])([F:21])[C:5]([F:20])([F:19])[C:6]([F:18])([F:17])[C:7]([F:16])([F:15])[C:8]([F:14])([F:13])[C:9]([F:12])([F:11])[F:10].[N+:33]([C:36]1[CH:41]=[C:40]([N+:42]([O-:44])=[O:43])[CH:39]=[CH:38][C:37]=1F)([O-:35])=[O:34].CN1C(=O)CCC1. Product: [F:1][C:2]([F:32])([C:25]1[CH:26]=[C:27]([NH:31][C:37]2[CH:38]=[CH:39][C:40]([N+:42]([O-:44])=[O:43])=[CH:41][C:36]=2[N+:33]([O-:35])=[O:34])[CH:28]=[CH:29][CH:30]=1)[C:3]([F:23])([F:24])[C:4]([F:21])([F:22])[C:5]([F:19])([F:20])[C:6]([F:17])([F:18])[C:7]([F:16])([F:15])[C:8]([F:14])([F:13])[C:9]([F:12])([F:11])[F:10]. The catalyst class is: 66.